This data is from Catalyst prediction with 721,799 reactions and 888 catalyst types from USPTO. The task is: Predict which catalyst facilitates the given reaction. (1) Reactant: [ClH:1].Cl.[NH2:3][C@@H:4]1[CH2:6][C@H:5]1[C:7]1[CH:8]=[C:9]([CH:19]=[CH:20][CH:21]=1)[C:10]([NH:12][C:13]1[S:14][C:15]([CH3:18])=[N:16][N:17]=1)=[O:11].C(=O)([O-])O.[Na+].[F:27][C:28]1([F:35])[CH2:33][CH2:32][C:31](=O)[CH2:30][CH2:29]1. Product: [ClH:1].[F:27][C:28]1([F:35])[CH2:33][CH2:32][CH:31]([NH:3][C@@H:4]2[CH2:6][C@H:5]2[C:7]2[CH:8]=[C:9]([CH:19]=[CH:20][CH:21]=2)[C:10]([NH:12][C:13]2[S:14][C:15]([CH3:18])=[N:16][N:17]=2)=[O:11])[CH2:30][CH2:29]1. The catalyst class is: 130. (2) Reactant: [CH3:1][C:2]([C:12]1[C:20]2[O:19][CH2:18][CH2:17][C:16]=2[CH:15]=[CH:14][CH:13]=1)([CH3:11])[CH2:3][C:4]1([C:7]([F:10])([F:9])[F:8])[CH2:6][O:5]1.[Cl:21][C:22]1[CH:23]=[N:24][C:25]2[C:30]([C:31]=1[OH:32])=[CH:29][N:28]=[CH:27][CH:26]=2.[O-]CC.[Na+]. Product: [Cl:21][C:22]1[C:31](=[O:32])[C:30]2[C:25](=[CH:26][CH:27]=[N:28][CH:29]=2)[N:24]([CH2:6][C:4]([OH:5])([C:7]([F:10])([F:9])[F:8])[CH2:3][C:2]([C:12]2[C:20]3[O:19][CH2:18][CH2:17][C:16]=3[CH:15]=[CH:14][CH:13]=2)([CH3:1])[CH3:11])[CH:23]=1. The catalyst class is: 8. (3) Reactant: [Cl:1][C:2]1[CH:3]=[C:4]([NH:8][C:9]2[N:14]=[C:13]([C:15]3[CH:20]=C[N:18]=[C:17](CO)[CH:16]=3)[CH:12]=[CH:11][N:10]=2)[CH:5]=[CH:6][CH:7]=1.[H-].[Na+].I[CH3:26].O.[C:28]([O:31][CH2:32][CH3:33])(=O)C. Product: [Cl:1][C:2]1[CH:3]=[C:4]([N:8]([CH3:26])[C:9]2[N:14]=[C:13]([C:15]3[CH:16]=[CH:17][N:18]=[C:33]([CH2:32][O:31][CH3:28])[CH:20]=3)[CH:12]=[CH:11][N:10]=2)[CH:5]=[CH:6][CH:7]=1. The catalyst class is: 7.